This data is from Reaction yield outcomes from USPTO patents with 853,638 reactions. The task is: Predict the reaction yield, written as a fraction of the theoretical maximum amount of product (1.0 means a 100% yield; for example, 0.34 means a 34% yield). (1) The yield is 0.430. The reactants are [C:1]1([N:7]2[CH2:11][CH2:10][CH2:9][C:8]2=[O:12])[CH:6]=[CH:5][CH:4]=[CH:3][CH:2]=1.[S:13]([Cl:17])(=O)(=[O:15])[OH:14]. No catalyst specified. The product is [O:12]=[C:8]1[CH2:9][CH2:10][CH2:11][N:7]1[C:1]1[CH:2]=[CH:3][C:4]([S:13]([Cl:17])(=[O:15])=[O:14])=[CH:5][CH:6]=1. (2) The yield is 0.430. The catalyst is C(Cl)Cl.[O-2].[Mn+4].[O-2]. The product is [Cl:1][C:2]1[C:7]([CH:8]=[O:9])=[CH:6][N:5]=[C:4]([S:10][CH3:11])[N:3]=1. The reactants are [Cl:1][C:2]1[C:7]([CH2:8][OH:9])=[CH:6][N:5]=[C:4]([S:10][CH3:11])[N:3]=1. (3) The reactants are [N:1]1([C:7]([C:9]2[S:10][CH:11]=[CH:12][CH:13]=2)=[O:8])[CH2:6][CH2:5][NH:4][CH2:3][CH2:2]1.Cl[C:15]1[C:24]2[C:19](=[CH:20][CH:21]=[CH:22][CH:23]=2)[NH:18][C:17](=[O:25])[C:16]=1[C:26]#[N:27]. The catalyst is C1(C)C=CC=CC=1. The product is [O:25]=[C:17]1[C:16]([C:26]#[N:27])=[C:15]([N:4]2[CH2:5][CH2:6][N:1]([C:7]([C:9]3[S:10][CH:11]=[CH:12][CH:13]=3)=[O:8])[CH2:2][CH2:3]2)[C:24]2[C:19](=[CH:20][CH:21]=[CH:22][CH:23]=2)[NH:18]1. The yield is 0.880. (4) The reactants are [CH3:1][O:2][C:3](=[O:33])[C:4]1[CH:9]=[CH:8][C:7]([CH2:10][N:11]2[CH:15]=[C:14]([C:16]3[CH:21]=[CH:20][C:19]([Cl:22])=[CH:18][C:17]=3[Cl:23])[N:13]=[C:12]2/[CH:24]=[CH:25]/[C:26]2[CH:31]=[CH:30][C:29]([NH2:32])=[CH:28][CH:27]=2)=[CH:6][CH:5]=1.[F:34][C:35]([F:47])([F:46])[C:36]1[CH:37]=[C:38]([S:42](Cl)(=[O:44])=[O:43])[CH:39]=[CH:40][CH:41]=1. No catalyst specified. The product is [CH3:1][O:2][C:3](=[O:33])[C:4]1[CH:9]=[CH:8][C:7]([CH2:10][N:11]2[CH:15]=[C:14]([C:16]3[CH:21]=[CH:20][C:19]([Cl:22])=[CH:18][C:17]=3[Cl:23])[N:13]=[C:12]2/[CH:24]=[CH:25]/[C:26]2[CH:27]=[CH:28][C:29]([NH:32][S:42]([C:38]3[CH:39]=[CH:40][CH:41]=[C:36]([C:35]([F:34])([F:46])[F:47])[CH:37]=3)(=[O:44])=[O:43])=[CH:30][CH:31]=2)=[CH:6][CH:5]=1. The yield is 0.920. (5) The reactants are [C:1]([O:9]CC)(=O)[CH2:2][C:3]([O:5][CH2:6][CH3:7])=[O:4].[H-].[Na+].[H][H].[Cl:16][C:17]1[CH:36]=[CH:35][C:20]2[N:21]([CH2:27][C:28]3[CH:33]=[CH:32][C:31]([F:34])=[CH:30][CH:29]=3)C(=O)[O:23][C:24](=O)[C:19]=2[CH:18]=1.Cl. The catalyst is CC(N(C)C)=O. The product is [CH2:6]([O:5][C:3]([C:2]1[C:1](=[O:9])[N:21]([CH2:27][C:28]2[CH:33]=[CH:32][C:31]([F:34])=[CH:30][CH:29]=2)[C:20]2[C:19]([C:24]=1[OH:23])=[CH:18][C:17]([Cl:16])=[CH:36][CH:35]=2)=[O:4])[CH3:7]. The yield is 0.850. (6) The reactants are O=P12OP3(OP(OP(O3)(O1)=O)(=O)O2)=O.OP(O)(O)=O.[Cl:20][C:21]1[CH:41]=[CH:40][C:24]([O:25][C:26]2[CH:31]=[CH:30][CH:29]=[CH:28][C:27]=2[CH:32]2[C:36](=O)[CH2:35][N:34]([CH3:38])[C:33]2=[O:39])=[CH:23][CH:22]=1. The catalyst is O. The product is [Cl:20][C:21]1[CH:41]=[CH:40][C:24]2[O:25][C:26]3[CH:31]=[CH:30][CH:29]=[CH:28][C:27]=3[C:32]3[C:33](=[O:39])[N:34]([CH3:38])[CH2:35][C:36]=3[C:23]=2[CH:22]=1. The yield is 0.580. (7) The reactants are Cl.Cl.[CH:3]1([CH2:6][O:7][C:8]2[CH:9]=[CH:10][CH:11]=[C:12]3[C:17]=2[N:16]=[C:15]([C:18]2[N:22]4[CH:23]=[C:24]([CH:27]([N:32]5[CH2:36][CH2:35][C@H:34]([NH2:37])[CH2:33]5)[C:28]([F:31])([F:30])[F:29])[CH:25]=[CH:26][C:21]4=[N:20][N:19]=2)[CH:14]=[CH:13]3)[CH2:5][CH2:4]1.CCN(C(C)C)C(C)C.[C:47](OC(=O)C)(=[O:49])[CH3:48]. The catalyst is ClCCl. The product is [CH:3]1([CH2:6][O:7][C:8]2[CH:9]=[CH:10][CH:11]=[C:12]3[C:17]=2[N:16]=[C:15]([C:18]2[N:22]4[CH:23]=[C:24]([CH:27]([N:32]5[CH2:36][CH2:35][C@H:34]([NH:37][C:47](=[O:49])[CH3:48])[CH2:33]5)[C:28]([F:29])([F:31])[F:30])[CH:25]=[CH:26][C:21]4=[N:20][N:19]=2)[CH:14]=[CH:13]3)[CH2:5][CH2:4]1. The yield is 0.540. (8) The reactants are [CH3:1][S:2]([O:5][C:6]1[CH:7]=[C:8]([C:14]2[CH:19]=[CH:18][CH:17]=[C:16]([C:20]3([C:28]4[CH:33]=[CH:32][N:31]=[CH:30][CH:29]=4)[C:24](=[O:25])[N:23]([CH3:26])[C:22](=S)[NH:21]3)[CH:15]=2)[CH:9]=[C:10]([O:12][CH3:13])[CH:11]=1)(=[O:4])=[O:3].CO.[OH-].[NH4+:37].C(OO)(C)(C)C. The catalyst is O. The product is [CH3:1][S:2]([O:5][C:6]1[CH:7]=[C:8]([C:14]2[CH:19]=[CH:18][CH:17]=[C:16]([C:20]3([C:28]4[CH:29]=[CH:30][N:31]=[CH:32][CH:33]=4)[C:24](=[O:25])[N:23]([CH3:26])[C:22]([NH2:37])=[N:21]3)[CH:15]=2)[CH:9]=[C:10]([O:12][CH3:13])[CH:11]=1)(=[O:4])=[O:3]. The yield is 0.370. (9) The reactants are [CH3:1][C:2]1[CH:7]=[C:6]([C:8]([F:17])([C:13]([F:16])([F:15])[F:14])[C:9]([F:12])([F:11])[F:10])[CH:5]=[C:4]([CH3:18])[C:3]=1[NH:19][C:20](=[O:31])[C:21]1[CH:26]=[CH:25][C:24](F)=[C:23]([N+:28]([O-:30])=[O:29])[CH:22]=1.[CH3:32][NH:33][CH3:34].O. The catalyst is C(#N)C. The product is [CH3:32][N:33]([CH3:34])[C:24]1[CH:25]=[CH:26][C:21]([C:20]([NH:19][C:3]2[C:2]([CH3:1])=[CH:7][C:6]([C:8]([F:17])([C:13]([F:14])([F:16])[F:15])[C:9]([F:12])([F:10])[F:11])=[CH:5][C:4]=2[CH3:18])=[O:31])=[CH:22][C:23]=1[N+:28]([O-:30])=[O:29]. The yield is 1.00.